The task is: Predict the product of the given reaction.. This data is from Forward reaction prediction with 1.9M reactions from USPTO patents (1976-2016). (1) Given the reactants [C:1](=[O:4])([O-])[O-].[K+].[K+].CI.[Br:9][C:10]1[CH:19]=[C:18]2[C:13]([CH:14]=[CH:15][CH:16]=[C:17]2O)=[CH:12][CH:11]=1, predict the reaction product. The product is: [Br:9][C:10]1[CH:19]=[C:18]2[C:13]([CH:14]=[CH:15][CH:16]=[C:17]2[O:4][CH3:1])=[CH:12][CH:11]=1. (2) The product is: [C:1]1([C@@H:7]([CH3:10])[CH2:8][NH2:9])[CH:6]=[CH:5][CH:4]=[CH:3][CH:2]=1.[C:1]1([C@@H:7]([CH3:10])[CH2:8][NH:9][S:30]([CH:27]([CH3:29])[CH3:28])(=[O:32])=[O:31])[CH:6]=[CH:5][CH:4]=[CH:3][CH:2]=1. Given the reactants [C:1]1([C@@H:7]([CH3:10])[CH2:8][NH2:9])[CH:6]=[CH:5][CH:4]=[CH:3][CH:2]=1.C(N(CC)CC)C.CN(C1C=CC=CN=1)C.[CH:27]([S:30](Cl)(=[O:32])=[O:31])([CH3:29])[CH3:28], predict the reaction product. (3) Given the reactants [CH:1]1([NH:4][C:5]([C:7]2[C:16](=[O:17])[C:15]3[C:10](=[N:11][CH:12]=[CH:13][CH:14]=3)[N:9]([C:18]3[CH:19]=[C:20]([C:24]4[CH:29]=[CH:28][C:27]([C:30]([OH:32])=[O:31])=[CH:26][CH:25]=4)[CH:21]=[CH:22][CH:23]=3)[CH:8]=2)=[O:6])[CH2:3][CH2:2]1.Br[C:34]1C=CC(C(OCC)=O)=C[CH:35]=1.C([O-])([O-])=O.[Na+].[Na+], predict the reaction product. The product is: [CH:1]1([NH:4][C:5]([C:7]2[C:16](=[O:17])[C:15]3[C:10](=[N:11][CH:12]=[CH:13][CH:14]=3)[N:9]([C:18]3[CH:19]=[C:20]([C:24]4[CH:25]=[CH:26][C:27]([C:30]([O:32][CH2:34][CH3:35])=[O:31])=[CH:28][CH:29]=4)[CH:21]=[CH:22][CH:23]=3)[CH:8]=2)=[O:6])[CH2:2][CH2:3]1.